This data is from Full USPTO retrosynthesis dataset with 1.9M reactions from patents (1976-2016). The task is: Predict the reactants needed to synthesize the given product. (1) Given the product [C:19](=[NH:18])([O:17][CH2:16][CH2:15][C:12]1[CH:11]=[CH:10][C:9]([O:8][C:6]2[CH:5]=[CH:4][CH:3]=[C:2]([CH3:1])[N:7]=2)=[CH:14][CH:13]=1)[NH2:20], predict the reactants needed to synthesize it. The reactants are: [CH3:1][C:2]1[N:7]=[C:6]([O:8][C:9]2[CH:14]=[CH:13][C:12]([CH2:15][CH2:16][OH:17])=[CH:11][CH:10]=2)[CH:5]=[CH:4][CH:3]=1.[N:18]#[C:19][NH2:20].OS(C(F)(F)F)(=O)=O. (2) The reactants are: [C:1]([O:5][C:6](=[O:15])[CH2:7][CH2:8][C:9]1[CH:14]=[CH:13][CH:12]=[CH:11][N:10]=1)([CH3:4])([CH3:3])[CH3:2].[CH2:16]([O:18][C:19](=[O:26])[CH2:20][CH2:21][C:22](=O)[CH2:23]Br)[CH3:17].C(=O)(O)[O-].[Na+]. Given the product [CH2:16]([O:18][C:19](=[O:26])[CH2:20][CH2:21][C:22]1[C:8]([CH2:7][C:6]([O:5][C:1]([CH3:4])([CH3:2])[CH3:3])=[O:15])=[C:9]2[N:10]([CH:23]=1)[CH:11]=[CH:12][CH:13]=[CH:14]2)[CH3:17], predict the reactants needed to synthesize it. (3) Given the product [OH:6][CH2:7][CH2:8][CH2:9][N:10]1[CH:15]=[C:14]([C:16]2[S:17][CH:18]=[CH:19][C:20]=2[CH3:21])[C:13](=[O:22])[NH:12][C:11]1=[O:23], predict the reactants needed to synthesize it. The reactants are: C([Si](C)(C)[O:6][CH2:7][CH2:8][CH2:9][N:10]1[CH:15]=[C:14]([C:16]2[S:17][CH:18]=[CH:19][C:20]=2[CH3:21])[C:13](=[O:22])[NH:12][C:11]1=[O:23])(C)(C)C.Cl. (4) Given the product [F:21][CH:2]([F:1])[C:3]1[N:8]=[C:7]([CH:9]2[CH2:10][CH2:11][CH:12]([CH2:15][C:16]([O:18][CH2:19][CH3:20])=[O:17])[CH2:13][CH2:14]2)[CH:6]=[CH:5][CH:4]=1, predict the reactants needed to synthesize it. The reactants are: [F:1][CH:2]([F:21])[C:3]1[N:8]=[C:7]([C:9]2[CH2:14][CH2:13][CH:12]([CH2:15][C:16]([O:18][CH2:19][CH3:20])=[O:17])[CH2:11][CH:10]=2)[CH:6]=[CH:5][CH:4]=1.C([O-])=O.[NH4+]. (5) Given the product [C:7]([O:42][CH:37]([C:36]1[C:31]([C:27]([CH3:30])([CH3:28])[CH3:29])=[N:32][C:33]([N:44]2[CH2:45][CH2:46][CH2:47][CH2:48][CH2:49]2)=[N:34][C:35]=1[CH3:43])[C:38]([O:40][CH3:41])=[O:39])([CH3:8])([CH3:12])[CH3:2], predict the reactants needed to synthesize it. The reactants are: O[CH:2]([C:7]1[C:8](C)=NC(N2CCCCC2)=N[C:12]=1C1C=[CH:12][C:7]([CH3:2])=[CH:8]C=1)C(OC)=O.[C:27]([C:31]1[C:36]([CH:37]([OH:42])[C:38]([O:40][CH3:41])=[O:39])=[C:35]([CH3:43])[N:34]=[C:33]([N:44]2[CH2:49][CH2:48][CH2:47][CH2:46][CH2:45]2)[N:32]=1)([CH3:30])([CH3:29])[CH3:28]. (6) Given the product [C:1]1([S:7]([NH:10][C:14]2[N:19]=[C:18]([C:20]3[CH:32]=[CH:31][C:23]4[N:24]=[C:25]([NH:27][C:28](=[O:30])[CH3:29])[S:26][C:22]=4[CH:21]=3)[CH:17]=[CH:16][N:15]=2)(=[O:9])=[O:8])[CH:6]=[CH:5][CH:4]=[CH:3][CH:2]=1, predict the reactants needed to synthesize it. The reactants are: [C:1]1([S:7]([NH2:10])(=[O:9])=[O:8])[CH:6]=[CH:5][CH:4]=[CH:3][CH:2]=1.[H-].[Na+].Cl[C:14]1[N:19]=[C:18]([C:20]2[CH:32]=[CH:31][C:23]3[N:24]=[C:25]([NH:27][C:28](=[O:30])[CH3:29])[S:26][C:22]=3[CH:21]=2)[CH:17]=[CH:16][N:15]=1. (7) Given the product [C:34]([O:38][C:39]([NH:41][CH2:42][C@H:43]1[CH2:48][CH2:47][C@H:46]([C:49]([NH:51][C@H:52]([C:69](=[O:82])[NH:70][C:71]2[CH:76]=[CH:75][C:74]([C:77]3[N:78]=[N:79][NH:80][N:81]=3)=[CH:73][CH:72]=2)[CH2:53][C:54]2[CH:59]=[CH:58][C:57]([C:60]3[CH:65]=[CH:64][CH:63]=[C:62]([C:66]([NH:83][CH:84]4[CH2:85][CH2:86][N:87]([C:90]([O:92][C:93]([CH3:96])([CH3:95])[CH3:94])=[O:91])[CH2:88][CH2:89]4)=[O:67])[CH:61]=3)=[CH:56][CH:55]=2)=[O:50])[CH2:45][CH2:44]1)=[O:40])([CH3:37])([CH3:35])[CH3:36], predict the reactants needed to synthesize it. The reactants are: F[P-](F)(F)(F)(F)F.CN(C(ON1C2=NC=CC=C2N=N1)=[N+](C)C)C.C(N(CC)C(C)C)(C)C.[C:34]([O:38][C:39]([NH:41][CH2:42][C@H:43]1[CH2:48][CH2:47][C@H:46]([C:49]([NH:51][C@H:52]([C:69](=[O:82])[NH:70][C:71]2[CH:76]=[CH:75][C:74]([C:77]3[N:78]=[N:79][NH:80][N:81]=3)=[CH:73][CH:72]=2)[CH2:53][C:54]2[CH:59]=[CH:58][C:57]([C:60]3[CH:65]=[CH:64][CH:63]=[C:62]([C:66](O)=[O:67])[CH:61]=3)=[CH:56][CH:55]=2)=[O:50])[CH2:45][CH2:44]1)=[O:40])([CH3:37])([CH3:36])[CH3:35].[NH2:83][CH:84]1[CH2:89][CH2:88][N:87]([C:90]([O:92][C:93]([CH3:96])([CH3:95])[CH3:94])=[O:91])[CH2:86][CH2:85]1. (8) The reactants are: Br[C:2]1(Br)[C:10]2[C:5](=[N:6][CH:7]=[CH:8][CH:9]=2)[N:4]([C:11]2[CH:12]=[N:13][CH:14]=[CH:15][CH:16]=2)[C:3]1=[O:17].C(=O)([O-])O.[Na+]. Given the product [N:13]1[CH:14]=[CH:15][CH:16]=[C:11]([N:4]2[C:5]3=[N:6][CH:7]=[CH:8][CH:9]=[C:10]3[CH2:2][C:3]2=[O:17])[CH:12]=1, predict the reactants needed to synthesize it. (9) Given the product [C:1]([C:3]1[CH:4]=[C:5]([CH:10]=[C:11]([I:14])[C:12]=1[OH:13])[C:6]([O:8][CH3:9])=[O:7])#[N:2], predict the reactants needed to synthesize it. The reactants are: [C:1]([C:3]1[CH:4]=[C:5]([CH:10]=[CH:11][C:12]=1[OH:13])[C:6]([O:8][CH3:9])=[O:7])#[N:2].[I:14]N1C(=O)CCC1=O.FC(F)(F)S(O)(=O)=O. (10) The reactants are: [NH:1]1[C:10]2[C:5](=[CH:6][CH:7]=[CH:8][CH:9]=2)[NH:4][CH2:3][CH2:2]1.[CH3:11][O:12][C:13]1[CH:14]=[C:15]([CH:19]=[CH:20][C:21]=1[O:22][CH3:23])[C:16](Cl)=[O:17]. Given the product [CH3:11][O:12][C:13]1[CH:14]=[C:15]([CH:19]=[CH:20][C:21]=1[O:22][CH3:23])[C:16]([N:1]1[C:10]2[C:5](=[CH:6][CH:7]=[CH:8][CH:9]=2)[NH:4][CH2:3][CH2:2]1)=[O:17], predict the reactants needed to synthesize it.